From a dataset of Forward reaction prediction with 1.9M reactions from USPTO patents (1976-2016). Predict the product of the given reaction. (1) Given the reactants [ClH:1].[N:2]1([CH2:9][C:10]2[N:15]=[C:14]([NH:16][C:17]([NH:19][C:20]3[N:21]=[C:22]([C:25]4[CH:30]=[CH:29][N:28]=[CH:27][CH:26]=4)[S:23][CH:24]=3)=[O:18])[CH:13]=[CH:12][CH:11]=2)[CH2:8][CH2:7][CH2:6][CH2:5][CH2:4][CH2:3]1.CO, predict the reaction product. The product is: [ClH:1].[N:2]1([CH2:9][C:10]2[N:15]=[C:14]([NH:16][C:17]([NH:19][C:20]3[N:21]=[C:22]([C:25]4[CH:30]=[CH:29][N:28]=[CH:27][CH:26]=4)[S:23][CH:24]=3)=[O:18])[CH:13]=[CH:12][CH:11]=2)[CH2:3][CH2:4][CH2:5][CH2:6][CH2:7][CH2:8]1. (2) Given the reactants Cl.Cl.[CH3:3][NH:4][NH:5][CH3:6].C(=O)([O-])[O-].[K+].[K+].O1CCCC1.[Br:18][C:19]1[CH:23]=[C:22]([C:24]2[O:29][C:28](=[O:30])[C:27]3[CH:31]=[C:32]([Br:36])[CH:33]=[C:34]([Br:35])[C:26]=3[N:25]=2)[N:21]([C:37]2[C:42]([Cl:43])=[CH:41][CH:40]=[CH:39][N:38]=2)[N:20]=1, predict the reaction product. The product is: [Br:18][C:19]1[CH:23]=[C:22]([C:24]([NH:25][C:26]2[C:34]([Br:35])=[CH:33][C:32]([Br:36])=[CH:31][C:27]=2[C:28]([N:4]([CH3:3])[NH:5][CH3:6])=[O:30])=[O:29])[N:21]([C:37]2[C:42]([Cl:43])=[CH:41][CH:40]=[CH:39][N:38]=2)[N:20]=1. (3) The product is: [OH:14][C:15]1([C:21]2[CH:26]=[CH:25][CH:24]=[CH:23][CH:22]=2)[CH2:20][CH2:19][N:18]([C:6]2[C:7]3[C:12](=[CH:11][CH:10]=[CH:9][CH:8]=3)[C:3]([C:1]#[N:2])=[CH:4][CH:5]=2)[CH2:17][CH2:16]1. Given the reactants [C:1]([C:3]1[C:12]2[C:7](=[CH:8][CH:9]=[CH:10][CH:11]=2)[C:6](F)=[CH:5][CH:4]=1)#[N:2].[OH:14][C:15]1([C:21]2[CH:26]=[CH:25][CH:24]=[CH:23][CH:22]=2)[CH2:20][CH2:19][NH:18][CH2:17][CH2:16]1, predict the reaction product.